This data is from Forward reaction prediction with 1.9M reactions from USPTO patents (1976-2016). The task is: Predict the product of the given reaction. Given the reactants C([O:4][C:5]1[C:10]([O:11][CH3:12])=[CH:9][C:8]([C:13]2[N:14]=[C:15]([CH2:18][N:19]([C:21]([O:23][C:24]([CH3:27])([CH3:26])[CH3:25])=[O:22])[CH3:20])[S:16][CH:17]=2)=[CH:7][C:6]=1[O:28][CH3:29])(=O)C.[OH-].[Na+], predict the reaction product. The product is: [OH:4][C:5]1[C:10]([O:11][CH3:12])=[CH:9][C:8]([C:13]2[N:14]=[C:15]([CH2:18][N:19]([CH3:20])[C:21](=[O:22])[O:23][C:24]([CH3:25])([CH3:26])[CH3:27])[S:16][CH:17]=2)=[CH:7][C:6]=1[O:28][CH3:29].